Regression. Given two drug SMILES strings and cell line genomic features, predict the synergy score measuring deviation from expected non-interaction effect. From a dataset of NCI-60 drug combinations with 297,098 pairs across 59 cell lines. Drug 1: CC1OCC2C(O1)C(C(C(O2)OC3C4COC(=O)C4C(C5=CC6=C(C=C35)OCO6)C7=CC(=C(C(=C7)OC)O)OC)O)O. Drug 2: C1C(C(OC1N2C=C(C(=O)NC2=O)F)CO)O. Cell line: KM12. Synergy scores: CSS=12.1, Synergy_ZIP=-15.9, Synergy_Bliss=-36.6, Synergy_Loewe=-9.70, Synergy_HSA=-26.2.